From a dataset of Forward reaction prediction with 1.9M reactions from USPTO patents (1976-2016). Predict the product of the given reaction. (1) Given the reactants [CH2:1]([C:7]1[NH:8][C:9]2[C:14]([CH:15]=1)=[CH:13][CH:12]=[CH:11][CH:10]=2)[CH2:2][CH2:3][CH2:4][CH2:5][CH3:6].FC(F)(F)C(OC(=O)C(F)(F)F)=O.[CH3:29][O:30][C:31](=[O:39])[CH2:32][C@H:33]([CH3:38])[CH2:34][C:35](O)=[O:36].[Cl-].[NH4+], predict the reaction product. The product is: [CH3:29][O:30][C:31](=[O:39])[CH2:32][CH:33]([CH3:38])[CH2:34][C:35]([N:8]1[C:9]2[C:14](=[CH:13][CH:12]=[CH:11][CH:10]=2)[CH:15]=[C:7]1[CH2:1][CH2:2][CH2:3][CH2:4][CH2:5][CH3:6])=[O:36]. (2) Given the reactants C[Si]([N-][Si](C)(C)C)(C)C.[Na+].[CH2:11]([C@H:18]1[CH2:22][O:21][C:20](=[O:23])[N:19]1[C:24](=[O:52])[C@@H:25]([CH2:44][C:45]1[CH:50]=[CH:49][CH:48]=[C:47]([F:51])[CH:46]=1)/[CH:26]=[CH:27]/[CH2:28][C:29]([N:31]1[C@@H:35]([CH2:36][C:37]2[CH:42]=[CH:41][CH:40]=[CH:39][CH:38]=2)[CH2:34][O:33][C:32]1=[O:43])=[O:30])[C:12]1[CH:17]=[CH:16][CH:15]=[CH:14][CH:13]=1.[CH2:53](Br)[CH:54]=[CH2:55], predict the reaction product. The product is: [CH2:55]([C@@H:28](/[CH:27]=[CH:26]/[C@H:25]([CH2:44][C:45]1[CH:50]=[CH:49][CH:48]=[C:47]([F:51])[CH:46]=1)[C:24]([N:19]1[C@@H:18]([CH2:11][C:12]2[CH:17]=[CH:16][CH:15]=[CH:14][CH:13]=2)[CH2:22][O:21][C:20]1=[O:23])=[O:52])[C:29]([N:31]1[C@@H:35]([CH2:36][C:37]2[CH:38]=[CH:39][CH:40]=[CH:41][CH:42]=2)[CH2:34][O:33][C:32]1=[O:43])=[O:30])[CH:54]=[CH2:53]. (3) Given the reactants CO.[C:3]1([C:9]2[C:18]3[C:13](=[CH:14][CH:15]=[CH:16][CH:17]=3)[CH2:12][CH2:11][N:10]=2)[CH:8]=[CH:7][CH:6]=[CH:5][CH:4]=1.[BH4-].[Na+], predict the reaction product. The product is: [C:3]1([CH:9]2[C:18]3[C:13](=[CH:14][CH:15]=[CH:16][CH:17]=3)[CH2:12][CH2:11][NH:10]2)[CH:4]=[CH:5][CH:6]=[CH:7][CH:8]=1. (4) Given the reactants [Cl:1][C:2]1[CH:7]=[CH:6][C:5]([CH:8]2[C:15]3[C:14]([CH3:16])=[N:13][N:12](C4CN(C(OC(C)(C)C)=O)C4)[C:11]=3[C:10](=[O:28])[N:9]2[C:29]2[CH:30]=[C:31]([CH3:39])[C:32]3[N:33]([C:35]([CH3:38])=[N:36][N:37]=3)[CH:34]=2)=[CH:4][CH:3]=1.CO.ClC1C=CC(C2C3C(C4CC4)=NNC=3C(=O)N2C2C=C(C)C3N(C(C)=NN=3)C=2)=CC=1, predict the reaction product. The product is: [Cl:1][C:2]1[CH:7]=[CH:6][C:5]([C@@H:8]2[C:15]3[C:14]([CH3:16])=[N:13][NH:12][C:11]=3[C:10](=[O:28])[N:9]2[C:29]2[CH:30]=[C:31]([CH3:39])[C:32]3[N:33]([C:35]([CH3:38])=[N:36][N:37]=3)[CH:34]=2)=[CH:4][CH:3]=1. (5) Given the reactants [Br:1][C:2]1[CH:3]=[CH:4][C:5]2[C:14]3[C:9](=[C:10]4[CH:18]=[CH:17][C:16]([OH:19])=[CH:15][C:11]4=[CH:12][CH:13]=3)[O:8][CH2:7][C:6]=2[CH:20]=1.N1C=CC=CC=1.[F:27][C:28]([F:41])([F:40])[S:29](O[S:29]([C:28]([F:41])([F:40])[F:27])(=[O:31])=[O:30])(=[O:31])=[O:30].Cl, predict the reaction product. The product is: [F:27][C:28]([F:41])([F:40])[S:29]([O:19][C:16]1[CH:17]=[CH:18][C:10]2[C:11]([CH:15]=1)=[CH:12][CH:13]=[C:14]1[C:9]=2[O:8][CH2:7][C:6]2[CH:20]=[C:2]([Br:1])[CH:3]=[CH:4][C:5]1=2)(=[O:31])=[O:30]. (6) The product is: [CH3:7][O:8][P:9]([CH:13]([C:15]1[CH:20]=[CH:19][CH:18]=[C:17]([C:21]#[N:22])[CH:16]=1)[O:14][CH:6]1[CH2:5][CH2:4][CH2:3][CH2:2][O:1]1)(=[O:12])[O:10][CH3:11]. Given the reactants [O:1]1[CH:6]=[CH:5][CH2:4][CH2:3][CH2:2]1.[CH3:7][O:8][P:9]([CH:13]([C:15]1[CH:20]=[CH:19][CH:18]=[C:17]([C:21]#[N:22])[CH:16]=1)[OH:14])(=[O:12])[O:10][CH3:11], predict the reaction product. (7) Given the reactants [O:1]=[C:2]1[C:7]([CH2:8][C:9]2[CH:14]=[CH:13][C:12]([C:15]3[C:16]([C:21]#[N:22])=[CH:17][CH:18]=[CH:19][CH:20]=3)=[CH:11][CH:10]=2)=[C:6]([CH2:23][CH2:24][CH3:25])[N:5]2[N:26]=[CH:27][N:28]=[C:4]2[N:3]1[C@H:29]1[CH2:34][CH2:33][C@H:32]([O:35][CH2:36][C:37](=[O:39])[CH3:38])[CH2:31][CH2:30]1.[CH3:40][Mg]Br.O1CCCC1, predict the reaction product. The product is: [OH:39][C:37]([CH3:40])([CH3:38])[CH2:36][O:35][C@H:32]1[CH2:31][CH2:30][C@H:29]([N:3]2[C:2](=[O:1])[C:7]([CH2:8][C:9]3[CH:14]=[CH:13][C:12]([C:15]4[C:16]([C:21]#[N:22])=[CH:17][CH:18]=[CH:19][CH:20]=4)=[CH:11][CH:10]=3)=[C:6]([CH2:23][CH2:24][CH3:25])[N:5]3[N:26]=[CH:27][N:28]=[C:4]23)[CH2:34][CH2:33]1. (8) Given the reactants [NH:1]1[CH2:5][CH2:4][CH:3]([CH2:6][OH:7])[CH2:2]1.C(N(CC)CC)C.[C:15](O[C:15]([O:17][C:18]([CH3:21])([CH3:20])[CH3:19])=[O:16])([O:17][C:18]([CH3:21])([CH3:20])[CH3:19])=[O:16], predict the reaction product. The product is: [OH:7][CH2:6][CH:3]1[CH2:4][CH2:5][N:1]([C:15]([O:17][C:18]([CH3:21])([CH3:20])[CH3:19])=[O:16])[CH2:2]1. (9) Given the reactants Br[C:2]1[N:10]=[CH:9][C:8]2[NH:7][C:6]3[N:11]=[CH:12][C:13]([C:15]4[CH:20]=[CH:19][C:18]([CH2:21][N:22]5[CH2:27][CH2:26][CH2:25][CH2:24][CH2:23]5)=[CH:17][CH:16]=4)=[CH:14][C:5]=3[C:4]=2[CH:3]=1.[CH3:28][N:29]1[C:33]([Sn](CCCC)(CCCC)CCCC)=[CH:32][N:31]=[CH:30]1.[Cl-].[Li+], predict the reaction product. The product is: [CH3:28][N:29]1[C:33]([C:2]2[N:10]=[CH:9][C:8]3[NH:7][C:6]4[N:11]=[CH:12][C:13]([C:15]5[CH:16]=[CH:17][C:18]([CH2:21][N:22]6[CH2:23][CH2:24][CH2:25][CH2:26][CH2:27]6)=[CH:19][CH:20]=5)=[CH:14][C:5]=4[C:4]=3[CH:3]=2)=[CH:32][N:31]=[CH:30]1. (10) Given the reactants [H-].[Na+].P([CH2:7][C:8]([O:10][CH3:11])=[O:9])(O)(O)=O.[C:12]([NH:16][C:17]([C:19]1[CH:23]=[C:22]([C:24]2[CH:29]=[CH:28][C:27]([CH:30]=O)=[CH:26][N:25]=2)[N:21]([C:32]2[CH:33]=[N:34][CH:35]=[CH:36][CH:37]=2)[N:20]=1)=[O:18])([CH3:15])([CH3:14])[CH3:13].O, predict the reaction product. The product is: [N:34]1[CH:35]=[CH:36][CH:37]=[C:32]([N:21]2[C:22]([C:24]3[N:25]=[CH:26][C:27](/[CH:30]=[CH:7]/[C:8]([O:10][CH3:11])=[O:9])=[CH:28][CH:29]=3)=[CH:23][C:19]([C:17](=[O:18])[NH:16][C:12]([CH3:14])([CH3:13])[CH3:15])=[N:20]2)[CH:33]=1.